Dataset: Forward reaction prediction with 1.9M reactions from USPTO patents (1976-2016). Task: Predict the product of the given reaction. (1) Given the reactants Cl[C:2]1([F:19])[C:12]([N:13]2[CH2:18][CH2:17][O:16][CH2:15][CH2:14]2)=[CH:11][CH:10]=[C:4]([NH:5][CH2:6][C@H:7]([OH:9])[CH3:8])[CH2:3]1.[C:20]1(=[O:30])[NH:24][C:23](=[O:25])[C:22]2=[CH:26][CH:27]=[CH:28][CH:29]=[C:21]12.[K].CN(C)C=O, predict the reaction product. The product is: [C:20]1(=[O:30])[N:24]([CH2:8][C@H:7]([OH:9])[CH2:6][NH:5][C:4]2[CH:10]=[CH:11][C:12]([N:13]3[CH2:18][CH2:17][O:16][CH2:15][CH2:14]3)=[C:2]([F:19])[CH:3]=2)[C:23](=[O:25])[C:22]2=[CH:26][CH:27]=[CH:28][CH:29]=[C:21]12. (2) Given the reactants [F:1][C:2]1([F:37])[O:6][C:5]2[CH:7]=[CH:8][C:9]([C:11]3([C:14]([NH:16][C:17]4[N:22]=[C:21]([C:23]5[CH:24]=[C:25]([C:29]6([C:32]([O:34]C)=[O:33])[CH2:31][CH2:30]6)[CH:26]=[CH:27][CH:28]=5)[C:20]([CH3:36])=[CH:19][CH:18]=4)=[O:15])[CH2:13][CH2:12]3)=[CH:10][C:4]=2[O:3]1.O.Cl, predict the reaction product. The product is: [F:37][C:2]1([F:1])[O:6][C:5]2[CH:7]=[CH:8][C:9]([C:11]3([C:14]([NH:16][C:17]4[N:22]=[C:21]([C:23]5[CH:24]=[C:25]([C:29]6([C:32]([OH:34])=[O:33])[CH2:31][CH2:30]6)[CH:26]=[CH:27][CH:28]=5)[C:20]([CH3:36])=[CH:19][CH:18]=4)=[O:15])[CH2:12][CH2:13]3)=[CH:10][C:4]=2[O:3]1.